Dataset: Reaction yield outcomes from USPTO patents with 853,638 reactions. Task: Predict the reaction yield, written as a fraction of the theoretical maximum amount of product (1.0 means a 100% yield; for example, 0.34 means a 34% yield). (1) The product is [OH:4][C:5]1[CH:10]=[CH:9][CH:8]=[CH:7][C:6]=1[CH:11]=[CH:12][C:13]([NH:15][C@H:16]([C:27]([O-:29])=[O:28])[CH2:17][C:18]1[C:26]2[C:21](=[CH:22][CH:23]=[CH:24][CH:25]=2)[NH:20][CH:19]=1)=[O:14].[Na+:32]. The reactants are C([O:4][C:5]1[CH:10]=[CH:9][CH:8]=[CH:7][C:6]=1[CH:11]=[CH:12][C:13]([NH:15][C@H:16]([C:27]([O:29]C)=[O:28])[CH2:17][C:18]1[C:26]2[C:21](=[CH:22][CH:23]=[CH:24][CH:25]=2)[NH:20][CH:19]=1)=[O:14])(=O)C.[OH-].[Na+:32]. The yield is 0.940. The catalyst is CO. (2) The reactants are [CH3:1][C:2]1[CH:10]=[CH:9][CH:8]=[C:7]([N+:11]([O-:13])=[O:12])[C:3]=1[C:4]([OH:6])=O.O=S(Cl)Cl.[NH2:18][C:19]1[C:20]([CH3:25])=[CH:21][CH:22]=[CH:23][CH:24]=1.C([O-])(O)=O.[Na+]. The catalyst is C1(C)C=CC=CC=1.O1CCOCC1.CCOC(C)=O.O. The product is [CH3:1][C:2]1[CH:10]=[CH:9][CH:8]=[C:7]([N+:11]([O-:13])=[O:12])[C:3]=1[C:4]([NH:18][C:19]1[CH:24]=[CH:23][CH:22]=[CH:21][C:20]=1[CH3:25])=[O:6]. The yield is 0.920.